Dataset: Forward reaction prediction with 1.9M reactions from USPTO patents (1976-2016). Task: Predict the product of the given reaction. (1) Given the reactants [CH3:1][O:2][C:3]1[CH:4]=[CH:5][C:6]([CH:15]=[C:16]([C:22]([O:24][CH2:25][CH3:26])=[O:23])[C:17]([O:19][CH2:20][CH3:21])=[O:18])=[C:7]2[C:12]=1[N:11]([CH3:13])[C:10](=[O:14])[CH:9]=[CH:8]2, predict the reaction product. The product is: [CH3:1][O:2][C:3]1[CH:4]=[CH:5][C:6]([CH2:15][CH:16]([C:22]([O:24][CH2:25][CH3:26])=[O:23])[C:17]([O:19][CH2:20][CH3:21])=[O:18])=[C:7]2[C:12]=1[N:11]([CH3:13])[C:10](=[O:14])[CH:9]=[CH:8]2. (2) The product is: [Cl:8][C:6]1[N:5]=[C:4]([NH2:9])[N:3]=[C:2]([NH:17][C:14]2[CH:15]=[CH:16][C:11]([Cl:10])=[CH:12][CH:13]=2)[CH:7]=1. Given the reactants Cl[C:2]1[CH:7]=[C:6]([Cl:8])[N:5]=[C:4]([NH2:9])[N:3]=1.[Cl:10][C:11]1[CH:16]=[CH:15][C:14]([NH2:17])=[CH:13][CH:12]=1.C(N(CC)C(C)C)(C)C, predict the reaction product. (3) Given the reactants [Mg].II.Br[CH2:5][CH2:6][CH2:7]C.[CH2:9]([N:16]1[CH2:21][CH2:20][C:19]([N:24]([CH3:26])[CH3:25])([C:22]#N)[CH2:18][CH2:17]1)[C:10]1[CH:15]=[CH:14][CH:13]=[CH:12][CH:11]=1.[NH4+].[Cl-], predict the reaction product. The product is: [CH2:9]([N:16]1[CH2:17][CH2:18][C:19]([CH2:22][CH2:5][CH2:6][CH3:7])([N:24]([CH3:25])[CH3:26])[CH2:20][CH2:21]1)[C:10]1[CH:11]=[CH:12][CH:13]=[CH:14][CH:15]=1. (4) The product is: [CH2:23]([O:22][C:20]([C:18]1[CH:19]=[C:14]([N:11]2[CH2:12][CH2:13][N:8]([C:6]([O:5][C:1]([CH3:4])([CH3:3])[CH3:2])=[O:7])[CH2:9][CH2:10]2)[N:15]=[C:16]([C:64]2[CH:63]=[CH:62][N:61]=[C:60]([NH:59][CH:53]3[CH2:58][CH2:57][CH2:56][CH2:55][CH2:54]3)[CH:65]=2)[C:17]=1[CH3:25])=[O:21])[CH3:24]. Given the reactants [C:1]([O:5][C:6]([N:8]1[CH2:13][CH2:12][N:11]([C:14]2[CH:19]=[C:18]([C:20]([O:22][CH2:23][CH3:24])=[O:21])[C:17]([CH3:25])=[C:16](Cl)[N:15]=2)[CH2:10][CH2:9]1)=[O:7])([CH3:4])([CH3:3])[CH3:2].C(OC(N1CCN(C2C(C)=C(C(OCC)=O)C=C(Cl)N=2)CC1)=O)(C)(C)C.[CH:53]1([NH:59][C:60]2[CH:65]=[C:64]([Sn](C)(C)C)[CH:63]=[CH:62][N:61]=2)[CH2:58][CH2:57][CH2:56][CH2:55][CH2:54]1, predict the reaction product.